From a dataset of Forward reaction prediction with 1.9M reactions from USPTO patents (1976-2016). Predict the product of the given reaction. (1) Given the reactants [Cl-].[C:2]([C:4]1[C:9]2[N:10]=[C:11]([CH2:13][P+](C3C=CC=CC=3)(C3C=CC=CC=3)C3C=CC=CC=3)[NH:12][C:8]=2[CH:7]=[C:6]([C:33]2[CH:38]=[CH:37][C:36]([O:39][CH2:40][CH3:41])=[C:35]([C:42]([F:45])([F:44])[F:43])[CH:34]=2)[N:5]=1)#[N:3].[Cl:46][CH2:47][CH:48]=O.N12CCCN=C1CCCCC2.C(O)C, predict the reaction product. The product is: [Cl:46][CH2:47][CH:48]=[CH:13][C:11]1[NH:12][C:8]2[CH:7]=[C:6]([C:33]3[CH:38]=[CH:37][C:36]([O:39][CH2:40][CH3:41])=[C:35]([C:42]([F:44])([F:45])[F:43])[CH:34]=3)[N:5]=[C:4]([C:2]#[N:3])[C:9]=2[N:10]=1. (2) Given the reactants [CH3:1][CH2:2][CH2:3][CH2:4][CH2:5]/[CH:6]=[CH:7]\[CH2:8][CH2:9][CH:10]([OH:20])[CH2:11][CH2:12]/[CH:13]=[CH:14]\[CH2:15][CH2:16][CH2:17][CH2:18][CH3:19].[CH3:21][S:22](Cl)(=[O:24])=[O:23].C(N(CC)CC)C, predict the reaction product. The product is: [CH3:21][S:22]([O:20][CH:10]([CH2:11][CH2:12]/[CH:13]=[CH:14]\[CH2:15][CH2:16][CH2:17][CH2:18][CH3:19])[CH2:9][CH2:8]/[CH:7]=[CH:6]\[CH2:5][CH2:4][CH2:3][CH2:2][CH3:1])(=[O:24])=[O:23]. (3) Given the reactants [F:1][C:2]([F:9])([F:8])/[CH:3]=[CH:4]/[C:5](O)=[O:6].C(Cl)(=O)C(Cl)=O.[CH3:16][C:17]1[N:22]=[C:21]([NH:23][CH2:24][CH2:25][NH2:26])[CH:20]=[N:19][CH:18]=1.CCOP(O)N(C(C)C)C(C)C, predict the reaction product. The product is: [F:1][C:2]([F:9])([F:8])/[CH:3]=[CH:4]/[C:5]([NH:26][CH2:25][CH2:24][NH:23][C:21]1[CH:20]=[N:19][CH:18]=[C:17]([CH3:16])[N:22]=1)=[O:6]. (4) Given the reactants CC1(C)C(C)(C)OB([C:9]2[CH:22]=[CH:21][C:20]3[C:11](=[C:12]([C:44]#[C:45][Si:46]([CH:53]([CH3:55])[CH3:54])([CH:50]([CH3:52])[CH3:51])[CH:47]([CH3:49])[CH3:48])[C:13]4[C:18]([C:19]=3[C:23]#[C:24][Si:25]([CH:32]([CH3:34])[CH3:33])([CH:29]([CH3:31])[CH3:30])[CH:26]([CH3:28])[CH3:27])=[CH:17][C:16](B3OC(C)(C)C(C)(C)O3)=[CH:15][CH:14]=4)[CH:10]=2)O1.Br[C:58]1[S:62][CH:61]=[C:60]([CH:63]=[O:64])[CH:59]=1.[C:65](=[O:68])([O-])[O-].[Na+].[Na+], predict the reaction product. The product is: [CH:63]([C:60]1[CH:59]=[C:58]([C:16]2[CH:15]=[CH:14][C:13]3[C:18](=[C:19]([C:23]#[C:24][Si:25]([CH:32]([CH3:34])[CH3:33])([CH:29]([CH3:31])[CH3:30])[CH:26]([CH3:28])[CH3:27])[C:20]4[C:11]([C:12]=3[C:44]#[C:45][Si:46]([CH:50]([CH3:52])[CH3:51])([CH:47]([CH3:49])[CH3:48])[CH:53]([CH3:54])[CH3:55])=[CH:10][C:9]([C:61]3[S:62][CH:58]=[C:59]([CH:65]=[O:68])[CH:60]=3)=[CH:22][CH:21]=4)[CH:17]=2)[S:62][CH:61]=1)=[O:64].